This data is from Reaction yield outcomes from USPTO patents with 853,638 reactions. The task is: Predict the reaction yield, written as a fraction of the theoretical maximum amount of product (1.0 means a 100% yield; for example, 0.34 means a 34% yield). (1) The reactants are Br[C:2]1[CH:7]=[CH:6][C:5]([Br:8])=[CH:4][N:3]=1.[C:9]1([C:18]2[CH:23]=[CH:22][CH:21]=[CH:20][CH:19]=2)[CH:14]=[CH:13][CH:12]=[C:11](B(O)O)[CH:10]=1.C1(P(C2C=CC=CC=2)C2C=CC=CC=2)C=CC=CC=1.C(=O)([O-])[O-].[Na+].[Na+]. The catalyst is C(OCC)(=O)C.O.C(COC)OC. The product is [C:9]1([C:18]2[CH:19]=[CH:20][CH:21]=[CH:22][CH:23]=2)[CH:14]=[CH:13][CH:12]=[C:11]([C:2]2[CH:7]=[CH:6][C:5]([Br:8])=[CH:4][N:3]=2)[CH:10]=1. The yield is 0.730. (2) The reactants are [Cl:1][C:2]1[C:3]([F:32])=[C:4]([CH:29]=[CH:30][CH:31]=1)[NH:5][C:6]1[C:15]2[C:10](=[CH:11][C:12]([O:27][CH3:28])=[C:13]([O:16][CH2:17][C@@H:18]3[CH2:22][CH2:21][CH2:20][N:19]3[C:23](=[O:26])[CH2:24]Cl)[CH:14]=2)[N:9]=[CH:8][N:7]=1.[NH:33]1[CH2:37][CH2:36][CH2:35][CH2:34]1. No catalyst specified. The product is [Cl:1][C:2]1[C:3]([F:32])=[C:4]([CH:29]=[CH:30][CH:31]=1)[NH:5][C:6]1[C:15]2[C:10](=[CH:11][C:12]([O:27][CH3:28])=[C:13]([O:16][CH2:17][C@@H:18]3[CH2:22][CH2:21][CH2:20][N:19]3[C:23](=[O:26])[CH2:24][N:33]3[CH2:37][CH2:36][CH2:35][CH2:34]3)[CH:14]=2)[N:9]=[CH:8][N:7]=1. The yield is 0.500. (3) The reactants are [I:1][C:2]1[C:10]2[C:5](=[N:6][CH:7]=[N:8][C:9]=2[NH2:11])[NH:4][N:3]=1.O[C@H:13]1[CH2:18][CH2:17][CH2:16][N:15]([C:19]([O:21][C:22]([CH3:25])([CH3:24])[CH3:23])=[O:20])[CH2:14]1.C1(P(C2C=CC=CC=2)C2C=CC=CC=2)C=CC=CC=1.N(C(OC(C)C)=O)=NC(OC(C)C)=O. The catalyst is O1CCCC1. The product is [NH2:11][C:9]1[N:8]=[CH:7][N:6]=[C:5]2[N:4]([C@@H:17]3[CH2:18][CH2:13][CH2:14][N:15]([C:19]([O:21][C:22]([CH3:25])([CH3:24])[CH3:23])=[O:20])[CH2:16]3)[N:3]=[C:2]([I:1])[C:10]=12. The yield is 0.330. (4) The reactants are [CH2:1]([N:8]1[CH:12]=[C:11]([C:13]2[NH:21][C:20]3[C:19](=[O:22])[N:18]([CH2:23][CH2:24][CH3:25])[C:17]([Cl:26])=[N:16][C:15]=3[N:14]=2)[CH:10]=[N:9]1)[C:2]1[CH:7]=[CH:6][CH:5]=[CH:4][CH:3]=1.C([O-])([O-])=O.[K+].[K+].[CH3:33][Si:34]([CH2:37][CH2:38][O:39][CH2:40]Cl)([CH3:36])[CH3:35].O. The catalyst is CN(C=O)C. The product is [CH2:1]([N:8]1[CH:12]=[C:11]([C:13]2[N:21]([CH2:40][O:39][CH2:38][CH2:37][Si:34]([CH3:36])([CH3:35])[CH3:33])[C:20]3[C:19](=[O:22])[N:18]([CH2:23][CH2:24][CH3:25])[C:17]([Cl:26])=[N:16][C:15]=3[N:14]=2)[CH:10]=[N:9]1)[C:2]1[CH:7]=[CH:6][CH:5]=[CH:4][CH:3]=1. The yield is 0.250. (5) The reactants are [OH:1][C:2]1[CH:7]=[CH:6][C:5]([N+:8]([O-:10])=[O:9])=[CH:4][N:3]=1.S([O-])([O-])(=O)=O.[Na+].[Na+].[F:18][C:19]([F:27])(S(F)(=O)=O)C(O)=O. The catalyst is C(#N)C. The product is [F:18][CH:19]([F:27])[O:1][C:2]1[CH:7]=[CH:6][C:5]([N+:8]([O-:10])=[O:9])=[CH:4][N:3]=1. The yield is 0.490. (6) The reactants are [C:1]([NH:4][C:5]1S[C:8]2[CH:10]=[CH:11][CH:12]=[CH:13][CH:14]=[CH:15][CH:16]=[CH:17][CH:18]=[CH:19][C:7]=2[C:6]=1[C:20]([O:22][CH2:23][CH3:24])=[O:21])(=[O:3])[CH3:2]. The yield is 0.985. The catalyst is [Ni]. The product is [CH2:23]([O:22][C:20](=[O:21])[CH:6]([CH:7]1[CH2:19][CH2:18][CH2:17][CH2:16][CH2:15][CH2:14][CH2:13][CH2:12][CH2:11][CH2:10][CH2:8]1)[CH2:5][NH:4][C:1](=[O:3])[CH3:2])[CH3:24].